This data is from Reaction yield outcomes from USPTO patents with 853,638 reactions. The task is: Predict the reaction yield, written as a fraction of the theoretical maximum amount of product (1.0 means a 100% yield; for example, 0.34 means a 34% yield). (1) The reactants are [CH2:1]([O:8][C:9]([N:11]1[CH2:15][CH:14]([OH:16])[CH2:13][N:12]1[C:17](=[O:26])[CH2:18][C:19]1[CH:24]=[CH:23][C:22]([F:25])=[CH:21][CH:20]=1)=[O:10])[C:2]1[CH:7]=[CH:6][CH:5]=[CH:4][CH:3]=1.CI.[CH3:29]COCC. The catalyst is CN(C)C=O.[Ag]=O. The product is [CH2:1]([O:8][C:9]([N:11]1[CH2:15][CH:14]([O:16][CH3:29])[CH2:13][N:12]1[C:17](=[O:26])[CH2:18][C:19]1[CH:24]=[CH:23][C:22]([F:25])=[CH:21][CH:20]=1)=[O:10])[C:2]1[CH:7]=[CH:6][CH:5]=[CH:4][CH:3]=1. The yield is 0.970. (2) The reactants are [NH:1]1[CH2:6][CH2:5][CH:4]([C:7]2[N:8]=[N:9][N:10]3[C:15]=2[C:14]2[CH:16]=[CH:17][NH:18][C:13]=2[N:12]=[CH:11]3)[CH2:3][CH2:2]1.[C:19](O)(=O)[CH3:20].[C:23]([BH3-])#[N:24].[Na+].[C:27](O[BH-](OC(=O)C)OC(=O)C)(=O)[CH3:28].[Na+].[CH3:41]O. The catalyst is O1CCCC1. The product is [N:24]1[CH:23]=[CH:28][CH:27]=[C:19]([CH2:20][N:1]2[CH2:2][CH2:3][CH:4]([C:7]3[N:8]=[N:9][N:10]4[C:15]=3[C:14]3[CH:16]=[CH:17][NH:18][C:13]=3[N:12]=[CH:11]4)[CH2:5][CH2:6]2)[CH:41]=1. The yield is 0.0930. (3) The reactants are [C:1]([C:3]1([CH2:9][C:10]([OH:12])=[O:11])[CH:8]=[CH:7][CH2:6][CH:5]=[CH:4]1)#[N:2].[NH4+].[OH-]. The catalyst is [Pd].CO. The product is [NH2:2][CH2:1][C:3]1([CH2:9][C:10]([OH:12])=[O:11])[CH2:8][CH2:7][CH2:6][CH2:5][CH2:4]1. The yield is 1.02. (4) The reactants are Cl.[O:2]=[C:3]1[CH2:8][CH2:7][NH:6][CH2:5][CH:4]1[C:9]([O:11][CH3:12])=[O:10].[C:13](O[C:13]([O:15][C:16]([CH3:19])([CH3:18])[CH3:17])=[O:14])([O:15][C:16]([CH3:19])([CH3:18])[CH3:17])=[O:14]. The catalyst is C1COCC1.[OH-].[Na+]. The product is [OH:2][C:3]1[CH2:8][CH2:7][N:6]([C:13]([O:15][C:16]([CH3:19])([CH3:18])[CH3:17])=[O:14])[CH2:5][C:4]=1[C:9]([O:11][CH3:12])=[O:10]. The yield is 0.670. (5) The reactants are [CH3:1][O:2][C:3]1[C:8]([O:9][CH3:10])=[CH:7][CH:6]=[CH:5][C:4]=1[C@H:11]([CH:13]1[CH2:18][CH2:17][N:16]([CH2:19][CH2:20][C:21]2[CH:26]=[CH:25][C:24]([F:27])=[CH:23][CH:22]=2)[CH2:15][CH2:14]1)[OH:12].O1CCCC1.S(=O)(=O)(O)O.[OH-].[Na+]. The catalyst is O. The product is [CH3:1][O:2][C:3]1[C:8]([O:9][CH3:10])=[CH:7][CH:6]=[CH:5][C:4]=1[CH:11]([CH:13]1[CH2:14][CH2:15][N:16]([CH2:19][CH2:20][C:21]2[CH:26]=[CH:25][C:24]([F:27])=[CH:23][CH:22]=2)[CH2:17][CH2:18]1)[OH:12]. The yield is 0.874.